Task: Predict the reactants needed to synthesize the given product.. Dataset: Full USPTO retrosynthesis dataset with 1.9M reactions from patents (1976-2016) (1) Given the product [C:35]([N:24]1[CH2:23][CH2:22][C:21]2[C:26](=[CH:27][CH:28]=[C:19]([C:17]([NH:16][C:14]3[CH:13]=[N:12][N:11]([CH2:10][C:5]4[CH:6]=[CH:7][C:8]([Cl:9])=[C:3]([Cl:2])[CH:4]=4)[CH:15]=3)=[O:18])[CH:20]=2)[CH2:25]1)(=[O:37])[CH3:36], predict the reactants needed to synthesize it. The reactants are: Cl.[Cl:2][C:3]1[CH:4]=[C:5]([CH2:10][N:11]2[CH:15]=[C:14]([NH:16][C:17]([C:19]3[CH:20]=[C:21]4[C:26](=[CH:27][CH:28]=3)[CH2:25][NH:24][CH2:23][CH2:22]4)=[O:18])[CH:13]=[N:12]2)[CH:6]=[CH:7][C:8]=1[Cl:9].N1C=CC=CC=1.[C:35](Cl)(=[O:37])[CH3:36].ClCCl. (2) Given the product [C:1]([SiH2:5][O:6][C:7]([CH3:15])([CH3:14])[C:8]1[O:12][C:11]([CH:18]=[O:19])=[N:10][C:9]=1[CH3:13])([CH3:4])([CH3:3])[CH3:2], predict the reactants needed to synthesize it. The reactants are: [C:1]([SiH2:5][O:6][C:7]([CH3:15])([CH3:14])[C:8]1[O:12][CH:11]=[N:10][C:9]=1[CH3:13])([CH3:4])([CH3:3])[CH3:2].CN(C)[CH:18]=[O:19].O. (3) Given the product [Cl:23][CH2:8][C:4]1[N:5]=[CH:6][N:7]=[C:2]([N:1]=[CH:10][N:11]([CH3:13])[CH3:12])[CH:3]=1, predict the reactants needed to synthesize it. The reactants are: [NH2:1][C:2]1[N:7]=[CH:6][N:5]=[C:4]([CH2:8]O)[CH:3]=1.[CH3:10][N:11]([CH:13]=O)[CH3:12].CCN(CC)CC.C(Cl)[Cl:23].